This data is from Forward reaction prediction with 1.9M reactions from USPTO patents (1976-2016). The task is: Predict the product of the given reaction. (1) Given the reactants Cl[C:2]1[C:11]2[C:6](=[N:7][CH:8]=[CH:9][CH:10]=2)[N:5]=[CH:4][CH:3]=1.[NH2:12][C:13]1[CH:18]=[C:17]([O:19][CH2:20][C:21]2[CH:26]=[CH:25][CH:24]=[C:23]([Br:27])[CH:22]=2)[CH:16]=[CH:15][C:14]=1[S:28][C:29]1[CH:34]=[CH:33][C:32]([OH:35])=[CH:31][CH:30]=1, predict the reaction product. The product is: [Br:27][C:23]1[CH:22]=[C:21]([CH:26]=[CH:25][CH:24]=1)[CH2:20][O:19][C:17]1[CH:16]=[CH:15][C:14]([S:28][C:29]2[CH:34]=[CH:33][C:32]([OH:35])=[CH:31][CH:30]=2)=[C:13]([NH:12][C:2]2[C:11]3[C:6](=[N:7][CH:8]=[CH:9][CH:10]=3)[N:5]=[CH:4][CH:3]=2)[CH:18]=1. (2) Given the reactants C([O:5][C:6](=[O:40])[C:7]1[CH:12]=[CH:11][C:10]([CH2:13][N:14]2[C:19](=[O:20])[C:18]3[CH:21]=[C:22]([C:24](=[O:37])[NH:25][CH2:26][C:27]4[CH:32]=[CH:31][C:30]([O:33][CH3:34])=[C:29]([O:35][CH3:36])[CH:28]=4)[S:23][C:17]=3[N:16]([CH3:38])[C:15]2=[O:39])=[CH:9][CH:8]=1)(C)(C)C, predict the reaction product. The product is: [CH3:36][O:35][C:29]1[CH:28]=[C:27]([CH:32]=[CH:31][C:30]=1[O:33][CH3:34])[CH2:26][NH:25][C:24]([C:22]1[S:23][C:17]2[N:16]([CH3:38])[C:15](=[O:39])[N:14]([CH2:13][C:10]3[CH:11]=[CH:12][C:7]([C:6]([OH:40])=[O:5])=[CH:8][CH:9]=3)[C:19](=[O:20])[C:18]=2[CH:21]=1)=[O:37]. (3) Given the reactants Cl.[CH:2]1([N:8]2[CH2:13][CH2:12][N:11]([CH:14]([C:17]3[CH:22]=[CH:21][C:20]([O:23][CH3:24])=[CH:19][CH:18]=3)[CH2:15][NH2:16])[CH2:10][CH2:9]2)[CH2:7][CH2:6][CH2:5][CH2:4][CH2:3]1.CN1CCOCC1.CN(C(ON1N=NC2C=CC=CC1=2)=[N+](C)C)C.[B-](F)(F)(F)F.[CH3:54][C:55]1[CH:56]=[C:57]([CH2:62][C:63](O)=[O:64])[CH:58]=[C:59]([CH3:61])[CH:60]=1, predict the reaction product. The product is: [CH:2]1([N:8]2[CH2:13][CH2:12][N:11]([CH:14]([C:17]3[CH:22]=[CH:21][C:20]([O:23][CH3:24])=[CH:19][CH:18]=3)[CH2:15][NH:16][C:63](=[O:64])[CH2:62][C:57]3[CH:56]=[C:55]([CH3:54])[CH:60]=[C:59]([CH3:61])[CH:58]=3)[CH2:10][CH2:9]2)[CH2:3][CH2:4][CH2:5][CH2:6][CH2:7]1. (4) Given the reactants [F:1][C:2]1[CH:7]=[CH:6][C:5]([C:8]2[CH2:9][N:10]([NH:15]C(=O)C)[C:11](=[O:14])[NH:12][N:13]=2)=[CH:4][CH:3]=1.Cl.[OH-].[Na+], predict the reaction product. The product is: [NH2:15][N:10]1[CH2:9][C:8]([C:5]2[CH:4]=[CH:3][C:2]([F:1])=[CH:7][CH:6]=2)=[N:13][NH:12][C:11]1=[O:14]. (5) Given the reactants [H-].[Al+3].[Li+].[H-].[H-].[H-].[CH2:7]([C:10]1[C:23]2[C:14](=[CH:15][C:16]3[C:21]([CH:22]=2)=[C:20]([CH2:24][CH2:25][CH3:26])[C:19]([CH2:27][CH2:28][CH3:29])=[C:18]([CH2:30][CH2:31][CH3:32])[C:17]=3[CH2:33][CH2:34][CH3:35])[C:13]([CH2:36][CH2:37][CH3:38])=[C:12]([C:39](OC)=[O:40])[C:11]=1[C:43](OC)=[O:44])[CH2:8][CH3:9].O.S(=O)(=O)(O)O, predict the reaction product. The product is: [OH:40][CH2:39][C:12]1[C:11]([CH2:43][OH:44])=[C:10]([CH2:7][CH2:8][CH3:9])[C:23]2[C:14](=[CH:15][C:16]3[C:21]([CH:22]=2)=[C:20]([CH2:24][CH2:25][CH3:26])[C:19]([CH2:27][CH2:28][CH3:29])=[C:18]([CH2:30][CH2:31][CH3:32])[C:17]=3[CH2:33][CH2:34][CH3:35])[C:13]=1[CH2:36][CH2:37][CH3:38]. (6) Given the reactants [CH2:1]([O:3][C:4]1[CH:13]=[CH:12][C:11]2[C:6](=[CH:7][CH:8]=[CH:9][CH:10]=2)[C:5]=1[CH2:14]O)[CH3:2].S(Cl)([Cl:18])=O, predict the reaction product. The product is: [Cl:18][CH2:14][C:5]1[C:6]2[C:11](=[CH:10][CH:9]=[CH:8][CH:7]=2)[CH:12]=[CH:13][C:4]=1[O:3][CH2:1][CH3:2].